Dataset: Acute oral toxicity (LD50) regression data from Zhu et al.. Task: Regression/Classification. Given a drug SMILES string, predict its toxicity properties. Task type varies by dataset: regression for continuous values (e.g., LD50, hERG inhibition percentage) or binary classification for toxic/non-toxic outcomes (e.g., AMES mutagenicity, cardiotoxicity, hepatotoxicity). Dataset: ld50_zhu. The drug is CCOc1ccc(NC(=O)CC(C)=O)cc1. The rat oral LD50 is 3.10, given as -log10 of the dose in mol/kg body weight (higher means more acutely toxic).